Dataset: Experimentally validated miRNA-target interactions with 360,000+ pairs, plus equal number of negative samples. Task: Binary Classification. Given a miRNA mature sequence and a target amino acid sequence, predict their likelihood of interaction. The miRNA is hsa-miR-222-5p with sequence CUCAGUAGCCAGUGUAGAUCCU. The protein sequence of the target gene is MPAMRGLLAPQNTFLDTIATRFDGTHSNFVLGNAQVAGLFPVVYCSDGFCDLTGFSRAEVMQRGCACSFLYGPDTSELVRQQIRKALDEHKEFKAELILYRKSGLPFWCLLDVIPIKNEKGEVALFLVSHKDISETKNRGGPDRWKETGGGRRRYGRARSKGFNANRRRSRAVLYHLSGHLQKQPKGKHKLNKGVFGEKPNLPEYKVAAIRKSPFILLHCGALRATWDGFILLATLYVAVTVPYSVCVSTAREPSAARGPPSVCDLAVEVLFILDIVLNFRTTFVSKSGQVVFAPKSICL.... Result: 0 (no interaction).